This data is from NCI-60 drug combinations with 297,098 pairs across 59 cell lines. The task is: Regression. Given two drug SMILES strings and cell line genomic features, predict the synergy score measuring deviation from expected non-interaction effect. (1) Drug 1: C1=NC2=C(N=C(N=C2N1C3C(C(C(O3)CO)O)O)F)N. Drug 2: C1=NC(=NC(=O)N1C2C(C(C(O2)CO)O)O)N. Cell line: RPMI-8226. Synergy scores: CSS=66.7, Synergy_ZIP=2.43, Synergy_Bliss=2.07, Synergy_Loewe=-29.0, Synergy_HSA=0.672. (2) Drug 1: CN(C)N=NC1=C(NC=N1)C(=O)N. Drug 2: C1C(C(OC1N2C=NC3=C2NC=NCC3O)CO)O. Cell line: HOP-92. Synergy scores: CSS=2.07, Synergy_ZIP=-1.65, Synergy_Bliss=-3.13, Synergy_Loewe=-6.18, Synergy_HSA=-2.76. (3) Drug 1: COC1=CC(=CC(=C1O)OC)C2C3C(COC3=O)C(C4=CC5=C(C=C24)OCO5)OC6C(C(C7C(O6)COC(O7)C8=CC=CS8)O)O. Drug 2: CCC1(CC2CC(C3=C(CCN(C2)C1)C4=CC=CC=C4N3)(C5=C(C=C6C(=C5)C78CCN9C7C(C=CC9)(C(C(C8N6C=O)(C(=O)OC)O)OC(=O)C)CC)OC)C(=O)OC)O.OS(=O)(=O)O. Cell line: SW-620. Synergy scores: CSS=49.6, Synergy_ZIP=1.85, Synergy_Bliss=4.41, Synergy_Loewe=5.85, Synergy_HSA=7.74. (4) Drug 1: CN1C(=O)N2C=NC(=C2N=N1)C(=O)N. Drug 2: CC1CCC2CC(C(=CC=CC=CC(CC(C(=O)C(C(C(=CC(C(=O)CC(OC(=O)C3CCCCN3C(=O)C(=O)C1(O2)O)C(C)CC4CCC(C(C4)OC)OP(=O)(C)C)C)C)O)OC)C)C)C)OC. Cell line: HCT116. Synergy scores: CSS=4.49, Synergy_ZIP=5.68, Synergy_Bliss=7.48, Synergy_Loewe=5.72, Synergy_HSA=5.17. (5) Drug 1: CNC(=O)C1=NC=CC(=C1)OC2=CC=C(C=C2)NC(=O)NC3=CC(=C(C=C3)Cl)C(F)(F)F. Drug 2: C(CC(=O)O)C(=O)CN.Cl. Cell line: HL-60(TB). Synergy scores: CSS=-1.05, Synergy_ZIP=1.36, Synergy_Bliss=-4.87, Synergy_Loewe=-4.74, Synergy_HSA=-10.5. (6) Drug 1: CC1C(C(CC(O1)OC2CC(CC3=C2C(=C4C(=C3O)C(=O)C5=C(C4=O)C(=CC=C5)OC)O)(C(=O)C)O)N)O.Cl. Drug 2: C1CCC(C(C1)N)N.C(=O)(C(=O)[O-])[O-].[Pt+4]. Cell line: ACHN. Synergy scores: CSS=29.7, Synergy_ZIP=-12.5, Synergy_Bliss=-5.74, Synergy_Loewe=-5.70, Synergy_HSA=-4.19. (7) Drug 1: CC12CCC3C(C1CCC2=O)CC(=C)C4=CC(=O)C=CC34C. Drug 2: CC1=C(C(CCC1)(C)C)C=CC(=CC=CC(=CC(=O)O)C)C. Cell line: KM12. Synergy scores: CSS=55.8, Synergy_ZIP=-0.729, Synergy_Bliss=-1.23, Synergy_Loewe=4.40, Synergy_HSA=5.29.